From a dataset of Peptide-MHC class II binding affinity with 134,281 pairs from IEDB. Regression. Given a peptide amino acid sequence and an MHC pseudo amino acid sequence, predict their binding affinity value. This is MHC class II binding data. (1) The peptide sequence is APEVEYTVFETALKK. The MHC is HLA-DQA10501-DQB10301 with pseudo-sequence HLA-DQA10501-DQB10301. The binding affinity (normalized) is 0.249. (2) The peptide sequence is QGQWRGAAGTAAQAA. The MHC is DRB1_0101 with pseudo-sequence DRB1_0101. The binding affinity (normalized) is 0.806. (3) The peptide sequence is KGNKTCGFVDERGLY. The MHC is DRB5_0101 with pseudo-sequence DRB5_0101. The binding affinity (normalized) is 0.104. (4) The peptide sequence is AALDAQAVELTARLN. The MHC is DRB1_0701 with pseudo-sequence DRB1_0701. The binding affinity (normalized) is 0.410. (5) The peptide sequence is CPLDHVNTLHFLTRG. The MHC is DRB1_0404 with pseudo-sequence DRB1_0404. The binding affinity (normalized) is 0.521. (6) The peptide sequence is RRCKNIPQPVRALLE. The MHC is HLA-DQA10401-DQB10402 with pseudo-sequence HLA-DQA10401-DQB10402. The binding affinity (normalized) is 0.522. (7) The peptide sequence is GELQIVDKIDATFKI. The MHC is DRB3_0202 with pseudo-sequence DRB3_0202. The binding affinity (normalized) is 0.0895. (8) The peptide sequence is LAGDAAGAWRTAAVE. The MHC is DRB1_1101 with pseudo-sequence DRB1_1101. The binding affinity (normalized) is 0.184. (9) The peptide sequence is ELPGVDPDKDVDIMV. The MHC is HLA-DQA10501-DQB10301 with pseudo-sequence HLA-DQA10501-DQB10301. The binding affinity (normalized) is 0.